This data is from Catalyst prediction with 721,799 reactions and 888 catalyst types from USPTO. The task is: Predict which catalyst facilitates the given reaction. (1) Reactant: [C:1]([O:5][C:6]([N:8]1[CH2:13][CH2:12][CH:11]([CH:14]2[O:23][C:17]3=[CH:18][N:19]=[C:20](Cl)[CH:21]=[C:16]3[CH2:15]2)[CH2:10][CH2:9]1)=[O:7])([CH3:4])([CH3:3])[CH3:2].[CH3:24][S:25]([C:28]1[CH:33]=[CH:32][C:31](B(O)O)=[CH:30][CH:29]=1)(=[O:27])=[O:26].C([O-])([O-])=O.[Na+].[Na+]. Product: [C:1]([O:5][C:6]([N:8]1[CH2:13][CH2:12][CH:11]([CH:14]2[O:23][C:17]3=[CH:18][N:19]=[C:20]([C:31]4[CH:32]=[CH:33][C:28]([S:25]([CH3:24])(=[O:27])=[O:26])=[CH:29][CH:30]=4)[CH:21]=[C:16]3[CH2:15]2)[CH2:10][CH2:9]1)=[O:7])([CH3:4])([CH3:3])[CH3:2]. The catalyst class is: 12. (2) Reactant: [C:1]1([C:7]2[CH:12]=[CH:11][C:10]([OH:13])=[CH:9][CH:8]=2)[CH:6]=[CH:5][CH:4]=[CH:3][CH:2]=1.[CH2:14](Br)[CH:15]=[CH2:16].C([O-])([O-])=O.[K+].[K+]. Product: [CH2:16]([O:13][C:10]1[CH:9]=[CH:8][C:7]([C:1]2[CH:2]=[CH:3][CH:4]=[CH:5][CH:6]=2)=[CH:12][CH:11]=1)[CH:15]=[CH2:14]. The catalyst class is: 369. (3) Reactant: [Br:1][C:2]1[N:7]=[CH:6][C:5]([CH:8]=[O:9])=[CH:4][CH:3]=1.[CH2:10](O)[CH2:11][OH:12].C1(C)C=CC(S(O)(=O)=O)=CC=1.C1(C)C=CC=CC=1. Product: [Br:1][C:2]1[CH:3]=[CH:4][C:5]([CH:8]2[O:12][CH2:11][CH2:10][O:9]2)=[CH:6][N:7]=1. The catalyst class is: 6. (4) Reactant: [Mg].Br[C:3]1[CH:14]=[CH:13][C:12]2=[C:15]3[C:4]=1[CH:5]=[CH:6][CH:7]=[C:8]3[C:9]([CH3:21])([CH3:20])[C:10]1[CH:19]=[CH:18][CH:17]=[CH:16][C:11]=12. Product: [CH3:21][C:9]1([CH3:20])[C:8]2[C:15]3[C:4]([CH:5]=[CH:6][CH:7]=2)=[C:3]([C:3]2[CH:14]=[CH:13][C:12]4=[C:15]5[C:4]=2[CH:5]=[CH:6][CH:7]=[C:8]5[C:9]([CH3:20])([CH3:21])[C:10]2[CH:19]=[CH:18][CH:17]=[CH:16][C:11]=24)[CH:14]=[CH:13][C:12]=3[C:11]2[CH:16]=[CH:17][CH:18]=[CH:19][C:10]1=2. The catalyst class is: 176.